Predict the reaction yield, written as a fraction of the theoretical maximum amount of product (1.0 means a 100% yield; for example, 0.34 means a 34% yield). From a dataset of Reaction yield outcomes from USPTO patents with 853,638 reactions. (1) The reactants are [Li+].[OH-].[CH3:3][N:4]1[CH:9]=[CH:8][CH:7]=[C:6]([C:10]([O:12]C)=[O:11])[C:5]1=[O:14].Cl. The catalyst is C1COCC1.CO. The product is [CH3:3][N:4]1[CH:9]=[CH:8][CH:7]=[C:6]([C:10]([OH:12])=[O:11])[C:5]1=[O:14]. The yield is 0.440. (2) The reactants are [Cl:1][C:2]1[CH:7]=[CH:6][C:5]([CH:8]([C:13]2[CH:18]=[CH:17][C:16]([C:19]3[CH:20]=[N:21][NH:22][CH:23]=3)=[CH:15][CH:14]=2)[CH2:9][C:10]([NH2:12])=O)=[CH:4][C:3]=1[F:24].[H-].[Al+3].[Li+].[H-].[H-].[H-].[Al].[Cl-].[Al+3].[Cl-].[Cl-]. The catalyst is C(OCC)C.C1(C)C=CC=CC=1. The product is [Cl:1][C:2]1[CH:7]=[CH:6][C:5]([CH:8]([C:13]2[CH:18]=[CH:17][C:16]([C:19]3[CH:23]=[N:22][NH:21][CH:20]=3)=[CH:15][CH:14]=2)[CH2:9][CH2:10][NH2:12])=[CH:4][C:3]=1[F:24]. The yield is 0.0900. (3) The reactants are [CH3:1][C@:2]12[CH2:19][CH2:18][C@H:17]3[C@@H:7]([CH2:8][CH2:9][C@@H:10]4[C@:15]3([CH3:16])[CH2:14][CH:13]=[CH:12][CH2:11]4)[C@@H:6]1[CH2:5][CH2:4][C:3]2=[O:20].[CH3:21][Mg]Br.O. The catalyst is C1COCC1.C(OCC)(=O)C. The product is [CH3:21][C@@:3]1([OH:20])[CH2:4][CH2:5][C@H:6]2[C@H:7]3[C@H:17]([CH2:18][CH2:19][C@:2]12[CH3:1])[C@:15]1([CH3:16])[CH:10]([CH2:11][CH:12]=[CH:13][CH2:14]1)[CH2:9][CH2:8]3. The yield is 0.390. (4) The reactants are [C:1]12([CH2:11][C:12](O)=[O:13])[CH2:10][CH:5]3[CH2:6][CH:7]([CH2:9][CH:3]([CH2:4]3)[CH2:2]1)[CH2:8]2.C1C=CC2N(O)N=NC=2C=1.CCN=C=NCCCN(C)C.[Cl:36][C:37]1[CH:46]=[CH:45][C:44]2[C:39](=[CH:40][CH:41]=[CH:42][C:43]=2[NH2:47])[N:38]=1.C(N(CC)CC)C. The catalyst is ClCCl.C(OCC)(=O)C. The product is [Cl:36][C:37]1[CH:46]=[CH:45][C:44]2[C:39](=[CH:40][CH:41]=[CH:42][C:43]=2[NH:47][C:12](=[O:13])[CH2:11][C:1]23[CH2:10][CH:5]4[CH2:4][CH:3]([CH2:9][CH:7]([CH2:6]4)[CH2:8]2)[CH2:2]3)[N:38]=1. The yield is 0.900. (5) The reactants are Br[C:2]1[C:3]([NH2:9])=[N:4][C:5]([NH2:8])=[CH:6][CH:7]=1.[Cl:10][C:11]1[C:16]([Cl:17])=[CH:15][CH:14]=[CH:13][C:12]=1B(O)O.C(=O)([O-])[O-].[K+].[K+]. The catalyst is O1CCOCC1.O.C1(P(C2C=CC=CC=2)C2C=CC=CC=2)C=CC=CC=1.C1(P(C2C=CC=CC=2)C2C=CC=CC=2)C=CC=CC=1.C1(P(C2C=CC=CC=2)C2C=CC=CC=2)C=CC=CC=1.C1(P(C2C=CC=CC=2)C2C=CC=CC=2)C=CC=CC=1.[Pd]. The product is [Cl:10][C:11]1[C:16]([Cl:17])=[CH:15][CH:14]=[CH:13][C:12]=1[C:2]1[C:3]([NH2:9])=[N:4][C:5]([NH2:8])=[CH:6][CH:7]=1. The yield is 0.350. (6) The reactants are [CH3:1][C:2]1[N:3]=[C:4]([CH:18]2[CH2:23][CH2:22][NH:21][CH2:20][CH2:19]2)[NH:5][C:6]=1[C:7]1[CH:12]=[CH:11][CH:10]=[C:9]([O:13][C:14]([F:17])([F:16])[F:15])[CH:8]=1.FC(F)(F)C(O)=O.[C:31]1([S:37]([N:40]2[C:44]3[N:45]=[CH:46][N:47]=[C:48](Cl)[C:43]=3[CH:42]=[C:41]2[I:50])(=[O:39])=[O:38])[CH:36]=[CH:35][CH:34]=[CH:33][CH:32]=1.C(=O)([O-])[O-].[K+].[K+]. The catalyst is C(#N)C. The product is [C:31]1([S:37]([N:40]2[C:44]3[N:45]=[CH:46][N:47]=[C:48]([N:21]4[CH2:22][CH2:23][CH:18]([C:4]5[NH:5][C:6]([C:7]6[CH:12]=[CH:11][CH:10]=[C:9]([O:13][C:14]([F:15])([F:17])[F:16])[CH:8]=6)=[C:2]([CH3:1])[N:3]=5)[CH2:19][CH2:20]4)[C:43]=3[CH:42]=[C:41]2[I:50])(=[O:38])=[O:39])[CH:32]=[CH:33][CH:34]=[CH:35][CH:36]=1. The yield is 0.150. (7) The reactants are [OH:1][C:2]1[CH:11]=[CH:10][C:5]([C:6]([O:8][CH3:9])=[O:7])=[CH:4][CH:3]=1.[Cl-].[Mg+2].[Cl-].[CH2:15]=[O:16]. The catalyst is C(#N)C. The product is [CH:15]([C:11]1[CH:10]=[C:5]([CH:4]=[CH:3][C:2]=1[OH:1])[C:6]([O:8][CH3:9])=[O:7])=[O:16]. The yield is 0.580.